From a dataset of NCI-60 drug combinations with 297,098 pairs across 59 cell lines. Regression. Given two drug SMILES strings and cell line genomic features, predict the synergy score measuring deviation from expected non-interaction effect. (1) Cell line: NCI-H460. Synergy scores: CSS=69.1, Synergy_ZIP=-0.554, Synergy_Bliss=-1.67, Synergy_Loewe=-2.78, Synergy_HSA=4.99. Drug 2: CNC(=O)C1=NC=CC(=C1)OC2=CC=C(C=C2)NC(=O)NC3=CC(=C(C=C3)Cl)C(F)(F)F. Drug 1: CC1C(C(CC(O1)OC2CC(CC3=C2C(=C4C(=C3O)C(=O)C5=C(C4=O)C(=CC=C5)OC)O)(C(=O)CO)O)N)O. (2) Drug 1: CCC1=CC2CC(C3=C(CN(C2)C1)C4=CC=CC=C4N3)(C5=C(C=C6C(=C5)C78CCN9C7C(C=CC9)(C(C(C8N6C)(C(=O)OC)O)OC(=O)C)CC)OC)C(=O)OC.C(C(C(=O)O)O)(C(=O)O)O. Drug 2: C1=NC(=NC(=O)N1C2C(C(C(O2)CO)O)O)N. Cell line: SF-268. Synergy scores: CSS=19.8, Synergy_ZIP=1.27, Synergy_Bliss=3.30, Synergy_Loewe=-16.6, Synergy_HSA=1.97. (3) Drug 1: CC1CCC2CC(C(=CC=CC=CC(CC(C(=O)C(C(C(=CC(C(=O)CC(OC(=O)C3CCCCN3C(=O)C(=O)C1(O2)O)C(C)CC4CCC(C(C4)OC)O)C)C)O)OC)C)C)C)OC. Drug 2: CN(CC1=CN=C2C(=N1)C(=NC(=N2)N)N)C3=CC=C(C=C3)C(=O)NC(CCC(=O)O)C(=O)O. Cell line: HL-60(TB). Synergy scores: CSS=73.7, Synergy_ZIP=2.99, Synergy_Bliss=1.83, Synergy_Loewe=2.09, Synergy_HSA=4.68. (4) Drug 1: C1C(C(OC1N2C=C(C(=O)NC2=O)F)CO)O. Drug 2: C1=CC=C(C(=C1)C(C2=CC=C(C=C2)Cl)C(Cl)Cl)Cl. Cell line: CCRF-CEM. Synergy scores: CSS=39.0, Synergy_ZIP=0.460, Synergy_Bliss=1.80, Synergy_Loewe=-44.2, Synergy_HSA=0.638. (5) Drug 1: C(CC(=O)O)C(=O)CN.Cl. Drug 2: CC(C)NC(=O)C1=CC=C(C=C1)CNNC.Cl. Cell line: OVCAR3. Synergy scores: CSS=24.9, Synergy_ZIP=-9.54, Synergy_Bliss=-9.83, Synergy_Loewe=-5.53, Synergy_HSA=-5.92.